The task is: Predict the product of the given reaction.. This data is from Forward reaction prediction with 1.9M reactions from USPTO patents (1976-2016). (1) Given the reactants C(OP([CH2:9][C:10]1[CH:15]=[CH:14][C:13]([O:16][CH3:17])=[CH:12][CH:11]=1)(=O)OCC)C.[CH3:18][O-:19].[Na+], predict the reaction product. The product is: [CH3:18][O:19][C:14]1[CH:15]=[C:10]([CH:9]=[CH:9][C:10]2[CH:11]=[CH:12][C:13]([O:16][CH3:17])=[CH:14][CH:15]=2)[CH:11]=[C:12]([O:19][CH3:18])[C:13]=1[O:16][CH3:17]. (2) Given the reactants [CH3:1][C:2]1[CH:3]=[C:4]([C:12]2[C:18]3[CH:19]=[C:20]4[O:25][CH2:24][O:23][C:21]4=[CH:22][C:17]=3[CH2:16][C@@H:15]([CH3:26])[NH:14][N:13]=2)[CH:5]=[C:6]([CH3:11])[C:7]=1[N+:8]([O-:10])=[O:9].CC1CC2C=C3OCOC3=CC=2C(C2C=CC([N+]([O-])=O)=CC=2)=N[N:29]1[C:51](=[S:53])N.NC(N)=O, predict the reaction product. The product is: [CH3:1][C:2]1[CH:3]=[C:4]([C:12]2[C:18]3[CH:19]=[C:20]4[O:25][CH2:24][O:23][C:21]4=[CH:22][C:17]=3[CH2:16][C@@H:15]([CH3:26])[N:14]([C:51](=[S:53])[NH2:29])[N:13]=2)[CH:5]=[C:6]([CH3:11])[C:7]=1[N+:8]([O-:10])=[O:9].